This data is from Full USPTO retrosynthesis dataset with 1.9M reactions from patents (1976-2016). The task is: Predict the reactants needed to synthesize the given product. (1) Given the product [C:16]([O:15][C:13]([N:10]1[CH2:11][CH:12]=[C:7]([C:31]2[CH:30]=[CH:29][C:24]([C:25]([O:27][CH3:28])=[O:26])=[C:23]([CH3:22])[CH:32]=2)[CH2:8][CH2:9]1)=[O:14])([CH3:19])([CH3:18])[CH3:17], predict the reactants needed to synthesize it. The reactants are: FC(F)(F)S(O[C:7]1[CH2:8][CH2:9][N:10]([C:13]([O:15][C:16]([CH3:19])([CH3:18])[CH3:17])=[O:14])[CH2:11][CH:12]=1)(=O)=O.[CH3:22][C:23]1[CH:32]=[C:31](B2OC(C)(C)C(C)(C)O2)[CH:30]=[CH:29][C:24]=1[C:25]([O:27][CH3:28])=[O:26].C(=O)([O-])[O-].[Na+].[Na+]. (2) Given the product [ClH:33].[F:1][C:2]1[CH:7]=[C:6]([S:8]([CH3:11])(=[O:10])=[O:9])[CH:5]=[CH:4][C:3]=1[NH:12][C@H:13]1[CH2:18][CH2:17][CH2:16][N:15]([CH:19]2[CH2:20][CH2:21][NH:22][CH2:23][CH2:24]2)[C:14]1=[O:32], predict the reactants needed to synthesize it. The reactants are: [F:1][C:2]1[CH:7]=[C:6]([S:8]([CH3:11])(=[O:10])=[O:9])[CH:5]=[CH:4][C:3]=1[NH:12][C@H:13]1[CH2:18][CH2:17][CH2:16][N:15]([CH:19]2[CH2:24][CH2:23][N:22](C(OC(C)(C)C)=O)[CH2:21][CH2:20]2)[C:14]1=[O:32].[ClH:33].